From a dataset of Reaction yield outcomes from USPTO patents with 853,638 reactions. Predict the reaction yield, written as a fraction of the theoretical maximum amount of product (1.0 means a 100% yield; for example, 0.34 means a 34% yield). The reactants are [F:1][C:2]1[CH:10]=[C:9]([F:11])[CH:8]=[C:7]([F:12])[C:3]=1[C:4]([Cl:6])=[O:5].[CH3:13][N:14]([CH3:28])[CH:15]1[CH2:20][CH2:19][C:18]([C:21]2[N:26]=[C:25]([NH2:27])[CH:24]=[CH:23][CH:22]=2)=[CH:17][CH2:16]1. No catalyst specified. The product is [ClH:6].[ClH:6].[CH3:13][N:14]([CH3:28])[CH:15]1[CH2:20][CH2:19][C:18]([C:21]2[N:26]=[C:25]([NH:27][C:4](=[O:5])[C:3]3[C:2]([F:1])=[CH:10][C:9]([F:11])=[CH:8][C:7]=3[F:12])[CH:24]=[CH:23][CH:22]=2)=[CH:17][CH2:16]1. The yield is 0.460.